Dataset: Peptide-MHC class I binding affinity with 185,985 pairs from IEDB/IMGT. Task: Regression. Given a peptide amino acid sequence and an MHC pseudo amino acid sequence, predict their binding affinity value. This is MHC class I binding data. (1) The peptide sequence is TFMGMNVQF. The MHC is HLA-A23:01 with pseudo-sequence HLA-A23:01. The binding affinity (normalized) is 0.936. (2) The peptide sequence is KDCTERQA. The MHC is H-2-Kk with pseudo-sequence H-2-Kk. The binding affinity (normalized) is 0.0929. (3) The peptide sequence is KLGDKGSPY. The MHC is HLA-A03:01 with pseudo-sequence HLA-A03:01. The binding affinity (normalized) is 0.402. (4) The peptide sequence is STLQEQIGW. The MHC is HLA-B58:01 with pseudo-sequence HLA-B58:01. The binding affinity (normalized) is 0.740. (5) The peptide sequence is CCNWLDRCR. The MHC is HLA-A11:01 with pseudo-sequence HLA-A11:01. The binding affinity (normalized) is 0.0935.